Dataset: Peptide-MHC class II binding affinity with 134,281 pairs from IEDB. Task: Regression. Given a peptide amino acid sequence and an MHC pseudo amino acid sequence, predict their binding affinity value. This is MHC class II binding data. (1) The peptide sequence is RPGLLIGFGLRTLWS. The MHC is HLA-DQA10102-DQB10501 with pseudo-sequence HLA-DQA10102-DQB10501. The binding affinity (normalized) is 0.683. (2) The peptide sequence is FETVTEASFPGKWKIIYFYP. The MHC is DRB1_0901 with pseudo-sequence DRB1_0901. The binding affinity (normalized) is 0.425. (3) The peptide sequence is VVLFAVFLGSAYGIP. The binding affinity (normalized) is 0.0915. The MHC is DRB3_0202 with pseudo-sequence DRB3_0202. (4) The peptide sequence is GELQIVDKIFAAFKI. The MHC is DRB1_1302 with pseudo-sequence DRB1_1302. The binding affinity (normalized) is 0.365. (5) The peptide sequence is RGIEYIQHNGVVQES. The MHC is HLA-DPA10301-DPB10402 with pseudo-sequence HLA-DPA10301-DPB10402. The binding affinity (normalized) is 0.177. (6) The peptide sequence is FTQTMKGVERLAVMG. The MHC is DRB1_1101 with pseudo-sequence DRB1_1101. The binding affinity (normalized) is 0.797. (7) The peptide sequence is AARLLSIRAMSTKFS. The MHC is DRB1_1302 with pseudo-sequence DRB1_1302. The binding affinity (normalized) is 0.792. (8) The peptide sequence is VDGNPTVDIEEAPEM. The binding affinity (normalized) is 0.157. The MHC is DRB1_1301 with pseudo-sequence DRB1_1301. (9) The peptide sequence is FLLYVVVVDLPTHIA. The MHC is DRB1_0101 with pseudo-sequence DRB1_0101. The binding affinity (normalized) is 0.